Dataset: Forward reaction prediction with 1.9M reactions from USPTO patents (1976-2016). Task: Predict the product of the given reaction. (1) Given the reactants [CH:1]1([CH2:4][O:5][C:6](=[O:25])[CH:7]([C:12]2[CH:17]=[C:16]([O:18][CH2:19][CH:20]3[CH2:22][CH2:21]3)[C:15](I)=[C:14]([Cl:24])[CH:13]=2)[CH2:8][CH:9]([CH3:11])[CH3:10])[CH2:3][CH2:2]1.CC1(C)C(C)(C)OB([C:34]2[CH:35]=[CH:36][C:37]3[C:38]([CH:42]=2)=[N:39][O:40][N:41]=3)O1.[F-].[Cs+].O.CCOC(C)=O, predict the reaction product. The product is: [CH:1]1([CH2:4][O:5][C:6](=[O:25])[CH:7]([C:12]2[CH:17]=[C:16]([O:18][CH2:19][CH:20]3[CH2:22][CH2:21]3)[C:15]([C:34]3[CH:35]=[CH:36][C:37]4[C:38]([CH:42]=3)=[N:39][O:40][N:41]=4)=[C:14]([Cl:24])[CH:13]=2)[CH2:8][CH:9]([CH3:11])[CH3:10])[CH2:3][CH2:2]1. (2) The product is: [Br-:15].[CH2:1]([O:3][C:4]1[CH:9]=[CH:8][CH:7]=[CH:6][C:5]=1[N+:10]1[CH:14]=[CH:13][N:12]([CH2:16][CH2:17][CH2:18][CH2:19][CH2:20][CH2:21][CH3:22])[CH:11]=1)[CH3:2]. Given the reactants [CH2:1]([O:3][C:4]1[CH:9]=[CH:8][CH:7]=[CH:6][C:5]=1[N:10]1[CH:14]=[CH:13][N:12]=[CH:11]1)[CH3:2].[Br:15][CH2:16][CH2:17][CH2:18][CH2:19][CH2:20][CH2:21][CH3:22], predict the reaction product. (3) Given the reactants ClCC(F)C(F)(F)F.[Cl:9][CH:10]([Cl:18])[C:11]([F:17])([F:16])[C:12]([F:15])([F:14])[F:13], predict the reaction product. The product is: [Cl:9][C:10]([Cl:18])=[C:11]([F:16])[C:12]([F:15])([F:14])[F:13].[Cl:9][CH:10]([Cl:18])[C:11]([F:17])([F:16])[C:12]([F:15])([F:14])[F:13]. (4) Given the reactants [CH2:1]([O:3][S:4]([O-:7])(=[O:6])=[O:5])[CH3:2].[CH3:8][N:9]([CH3:23])[C:10]1[CH:11]=[C:12]2[C:17](=[CH:18][CH:19]=1)[N+:16]([CH2:20][CH3:21])=[C:15]([CH3:22])[CH:14]=[CH:13]2.[CH3:24][C:25]1[N:26]([C:33]2[CH:38]=[CH:37][CH:36]=[CH:35][CH:34]=2)[C:27]([CH3:32])=[CH:28][C:29]=1[CH:30]=O, predict the reaction product. The product is: [CH2:1]([O:3][S:4]([O-:7])(=[O:6])=[O:5])[CH3:2].[CH3:8][N:9]([CH3:23])[C:10]1[CH:11]=[C:12]2[C:17](=[CH:18][CH:19]=1)[N+:16]([CH2:20][CH3:21])=[C:15](/[CH:22]=[CH:30]/[C:29]1[CH:28]=[C:27]([CH3:32])[N:26]([C:33]3[CH:38]=[CH:37][CH:36]=[CH:35][CH:34]=3)[C:25]=1[CH3:24])[CH:14]=[CH:13]2. (5) Given the reactants [CH3:1][N:2]([CH3:7])[CH2:3][CH:4]([OH:6])[CH3:5].[Cl:8][C:9]1[CH:14]=[C:13](Cl)[N:12]=[C:11]([S:16][CH2:17][C:18]2[CH:23]=[CH:22][CH:21]=[C:20]([F:24])[C:19]=2[F:25])[N:10]=1.FC1C(F)=CC=CC=1CSC1N=C(NS(N2CCC2)(=O)=O)C=C(OC(CO)CO)N=1.[H-].[Na+], predict the reaction product. The product is: [Cl:8][C:9]1[N:10]=[C:11]([S:16][CH2:17][C:18]2[CH:23]=[CH:22][CH:21]=[C:20]([F:24])[C:19]=2[F:25])[N:12]=[C:13]([O:6][CH:4]([CH3:5])[CH2:3][N:2]([CH3:7])[CH3:1])[CH:14]=1. (6) Given the reactants Br[C:2]1[C:18]([O:19][CH2:20][C@@H:21]([NH:26][C:27](=[O:33])[O:28][C:29]([CH3:32])([CH3:31])[CH3:30])[CH2:22][CH:23]([CH3:25])[CH3:24])=[CH:17][C:5]2[N:6]([CH3:16])[C:7](=[O:15])[C:8]3[C:13]([C:4]=2[CH:3]=1)=[CH:12][CH:11]=[N:10][C:9]=3[CH3:14].C([Sn](CCCC)(CCCC)[C:39]([O:41][CH2:42][CH3:43])=[CH2:40])CCC, predict the reaction product. The product is: [CH2:42]([O:41][C:39]([C:2]1[C:18]([O:19][CH2:20][C@@H:21]([NH:26][C:27](=[O:33])[O:28][C:29]([CH3:31])([CH3:32])[CH3:30])[CH2:22][CH:23]([CH3:25])[CH3:24])=[CH:17][C:5]2[N:6]([CH3:16])[C:7](=[O:15])[C:8]3[C:13]([C:4]=2[CH:3]=1)=[CH:12][CH:11]=[N:10][C:9]=3[CH3:14])=[CH2:40])[CH3:43]. (7) Given the reactants Cl[C:2]1[CH:7]=[C:6]([CH2:8][CH3:9])[N:5]=[C:4]([C:10]2[CH:15]=[CH:14][CH:13]=[C:12]([Cl:16])[CH:11]=2)[N:3]=1.[Cl:17][C:18]1[CH:19]=[N:20][N:21]([CH2:23][C:24]2[CH:30]=[CH:29][C:27]([NH2:28])=[CH:26][CH:25]=2)[CH:22]=1, predict the reaction product. The product is: [Cl:17][C:18]1[CH:19]=[N:20][N:21]([CH2:23][C:24]2[CH:30]=[CH:29][C:27]([NH:28][C:2]3[CH:7]=[C:6]([CH2:8][CH3:9])[N:5]=[C:4]([C:10]4[CH:15]=[CH:14][CH:13]=[C:12]([Cl:16])[CH:11]=4)[N:3]=3)=[CH:26][CH:25]=2)[CH:22]=1.